Dataset: Full USPTO retrosynthesis dataset with 1.9M reactions from patents (1976-2016). Task: Predict the reactants needed to synthesize the given product. (1) Given the product [CH3:38][O:39][N:30]([CH3:31])[C:29]([C:9]1[CH:8]=[C:7]([C:11]2[C:12]([Cl:25])=[C:13]3[C:18](=[CH:19][CH:20]=2)[NH:17][C:16]([CH3:22])([CH3:23])[CH:15]=[C:14]3[CH3:24])[CH:6]=[CH:5][CH:10]=1)=[O:28], predict the reactants needed to synthesize it. The reactants are: C(C[C:5]1[CH:6]=[C:7]([C:11]2[C:12]([Cl:25])=[C:13]3[C:18](=[C:19](C)[CH:20]=2)[NH:17][C:16]([CH3:23])([CH3:22])[CH:15]=[C:14]3[CH3:24])[CH:8]=[CH:9][CH:10]=1)(O)=O.Cl.C[O:28][CH2:29][NH2:30].[CH:31]([Mg]Cl)(C)C.C1C[O:39][CH2:38]C1. (2) Given the product [NH2:7][C:8]1([C:11]([N:13]2[CH2:14][CH2:15][N:16]([CH2:19][C:20]3[N:21]([CH3:46])[C:22]4[C:27]([N:28]=3)=[C:26]([N:29]3[CH2:34][CH2:33][O:32][CH2:31][CH2:30]3)[N:25]=[C:24]([N:35]3[C:39]5[CH:40]=[CH:41][CH:42]=[CH:43][C:38]=5[N:37]=[C:36]3[CH2:44][CH3:45])[N:23]=4)[CH2:17][CH2:18]2)=[O:12])[CH2:9][CH2:10]1, predict the reactants needed to synthesize it. The reactants are: C(OC(=O)[NH:7][C:8]1([C:11]([N:13]2[CH2:18][CH2:17][N:16]([CH2:19][C:20]3[N:21]([CH3:46])[C:22]4[C:27]([N:28]=3)=[C:26]([N:29]3[CH2:34][CH2:33][O:32][CH2:31][CH2:30]3)[N:25]=[C:24]([N:35]3[C:39]5[CH:40]=[CH:41][CH:42]=[CH:43][C:38]=5[N:37]=[C:36]3[CH2:44][CH3:45])[N:23]=4)[CH2:15][CH2:14]2)=[O:12])[CH2:10][CH2:9]1)(C)(C)C. (3) Given the product [NH2:1][CH:2]([CH:3]([CH3:5])[CH3:4])[C:6]([O:8][CH2:20][CH2:19][CH2:18][CH2:17][CH2:16][CH2:15][CH2:14][CH2:13][CH2:12][CH2:11][CH2:10][CH3:9])=[O:7], predict the reactants needed to synthesize it. The reactants are: [NH2:1][CH:2]([C:6]([OH:8])=[O:7])[CH:3]([CH3:5])[CH3:4].[CH2:9](O)[CH2:10][CH2:11][CH2:12][CH2:13][CH2:14][CH2:15][CH2:16][CH2:17][CH2:18][CH2:19][CH3:20].CC1C=CC(S(O)(=O)=O)=CC=1. (4) Given the product [F:1][C:2]1[CH:3]=[C:4]([C@@H:14]([NH:16][C:17](=[O:23])[O:18][C:19]([CH3:22])([CH3:21])[CH3:20])[CH3:15])[CH:5]=[CH:6][C:7]=1[CH:8]=[O:13], predict the reactants needed to synthesize it. The reactants are: [F:1][C:2]1[CH:3]=[C:4]([C@@H:14]([NH:16][C:17](=[O:23])[O:18][C:19]([CH3:22])([CH3:21])[CH3:20])[CH3:15])[CH:5]=[CH:6][C:7]=1[C:8](=[O:13])N(OC)C.[H-].[H-].[H-].[H-].[Li+].[Al+3].CCOC(C)=O.CCCCCCC. (5) Given the product [NH2:6][C:9]1[CH:14]=[CH:13][C:12]([NH:15][S:2]([CH3:1])(=[O:4])=[O:3])=[CH:11][CH:10]=1, predict the reactants needed to synthesize it. The reactants are: [CH3:1][S:2](Cl)(=[O:4])=[O:3].[N+:6]([C:9]1[CH:14]=[CH:13][C:12]([NH2:15])=[CH:11][CH:10]=1)([O-])=O.